This data is from Forward reaction prediction with 1.9M reactions from USPTO patents (1976-2016). The task is: Predict the product of the given reaction. (1) Given the reactants [CH2:1]([NH:5][C:6]1[CH:7]=[C:8]([CH:12]=[C:13]([O:15][CH3:16])[N:14]=1)[C:9]([OH:11])=O)[CH2:2][CH:3]=[CH2:4].[C:17](OC(=O)N)(C)([CH3:19])[CH3:18].[CH:25]1[CH:26]=[CH:27][C:28]2N(O)N=[N:31][C:29]=2[CH:30]=1.CCN=C=N[CH2:40][CH2:41][CH2:42]N(C)C.Cl.CC[O:49][C:50](C)=[O:51], predict the reaction product. The product is: [CH2:1]([NH:5][C:6]1[CH:7]=[C:8]([CH:12]=[C:13]([O:15][CH3:16])[N:14]=1)[C:9]([NH:31][CH:29]([CH:28]1[CH2:27][CH:26]([CH3:25])[C:50](=[O:51])[O:49]1)[CH2:30][CH:41]([CH3:40])[CH2:42][CH2:19][CH:17]=[CH2:18])=[O:11])[CH2:2][CH:3]=[CH2:4]. (2) Given the reactants [NH2:1][CH:2]([C:8]1[C:13]([O:14][CH3:15])=[CH:12][CH:11]=[CH:10][C:9]=1[O:16][CH3:17])[C:3]([O:5][CH2:6][CH3:7])=[O:4].[F:18][C:19]([F:30])([F:29])[O:20][C:21]1[CH:28]=[CH:27][C:24]([CH:25]=O)=[CH:23][CH:22]=1.CCN(C(C)C)C(C)C.[BH-](OC(C)=O)(OC(C)=O)OC(C)=O.[Na+].C(O)(=O)C.[OH-].[Na+], predict the reaction product. The product is: [CH3:17][O:16][C:9]1[CH:10]=[CH:11][CH:12]=[C:13]([O:14][CH3:15])[C:8]=1[CH:2]([NH:1][CH2:25][C:24]1[CH:27]=[CH:28][C:21]([O:20][C:19]([F:18])([F:29])[F:30])=[CH:22][CH:23]=1)[C:3]([O:5][CH2:6][CH3:7])=[O:4]. (3) Given the reactants [CH3:1][O:2][C:3]1[CH:4]=[C:5]([CH:7]=[C:8]([O:12][CH3:13])[C:9]=1[O:10][CH3:11])[NH2:6].[Cl:14][CH2:15][C:16](Cl)=[O:17], predict the reaction product. The product is: [Cl:14][CH2:15][C:16]([NH:6][C:5]1[CH:7]=[C:8]([O:12][CH3:13])[C:9]([O:10][CH3:11])=[C:3]([O:2][CH3:1])[CH:4]=1)=[O:17]. (4) Given the reactants [CH3:1][O:2][C:3]1[CH:4]=[C:5]([CH2:11][C:12]([O:14]C)=O)[CH:6]=[CH:7][C:8]=1[O:9][CH3:10].[C:16](OC(=O)CC)(=O)[CH2:17][CH3:18].[NH4+:25].[OH-], predict the reaction product. The product is: [CH2:17]([C:16]1[C:6]2[C:5](=[CH:4][C:3]([O:2][CH3:1])=[C:8]([O:9][CH3:10])[CH:7]=2)[CH:11]=[C:12]([OH:14])[N:25]=1)[CH3:18]. (5) Given the reactants [CH3:1][C:2]1([CH3:26])[C:10]2[C:5](=[CH:6][C:7]([N+:22]([O-])=O)=[C:8]([NH:11][C:12](=O)[C:13]3[CH:18]=[CH:17][C:16]([O:19][CH3:20])=[CH:15][CH:14]=3)[CH:9]=2)[NH:4][C:3]1=[O:25].[CH2:27]([N:30]=[C:31]=[O:32])[CH2:28][CH3:29], predict the reaction product. The product is: [CH2:27]([NH:30][C:31]([N:4]1[C:5]2[CH:6]=[C:7]3[N:22]=[C:12]([C:13]4[CH:18]=[CH:17][C:16]([O:19][CH3:20])=[CH:15][CH:14]=4)[NH:11][C:8]3=[CH:9][C:10]=2[C:2]([CH3:26])([CH3:1])[C:3]1=[O:25])=[O:32])[CH2:28][CH3:29]. (6) Given the reactants [CH3:1][O:2][C:3]1[CH:8]=[C:7]([O:9][CH3:10])[CH:6]=[CH:5][C:4]=1[C:11]([N:13]1[CH2:20][CH:19]2[CH:15]([CH2:16][NH:17][CH2:18]2)[CH2:14]1)=[O:12].Cl[C:22]1[S:23][C:24]2[CH:30]=[C:29]([F:31])[CH:28]=[CH:27][C:25]=2[N:26]=1, predict the reaction product. The product is: [CH3:1][O:2][C:3]1[CH:8]=[C:7]([O:9][CH3:10])[CH:6]=[CH:5][C:4]=1[C:11]([N:13]1[CH2:20][CH:19]2[CH2:18][N:17]([C:22]3[S:23][C:24]4[CH:30]=[C:29]([F:31])[CH:28]=[CH:27][C:25]=4[N:26]=3)[CH2:16][CH:15]2[CH2:14]1)=[O:12]. (7) The product is: [Br:13][C:12]1[CH:11]=[CH:10][S:9][C:8]=1[C:3]1[S:4][CH:5]=[CH:6][C:2]=1[Br:1]. Given the reactants [Br:1][C:2]1[CH:6]=[C:5](Br)[S:4][C:3]=1[C:8]1[S:9][C:10](Br)=[CH:11][C:12]=1[Br:13].C(O)C.O, predict the reaction product. (8) Given the reactants Br[C:2]1[CH:14]=[N:13][C:12]2[C:11]3[CH:10]=[C:9]([O:15][CH3:16])[C:8]([C:17]([O:19][CH3:20])=[O:18])=[CH:7][C:6]=3[NH:5][C:4]=2[CH:3]=1.[CH3:21][N:22]1[C:26]([Sn](CCCC)(CCCC)CCCC)=[C:25]([CH3:40])[N:24]=[N:23]1, predict the reaction product. The product is: [CH3:21][N:22]1[C:26]([C:2]2[CH:14]=[N:13][C:12]3[C:11]4[CH:10]=[C:9]([O:15][CH3:16])[C:8]([C:17]([O:19][CH3:20])=[O:18])=[CH:7][C:6]=4[NH:5][C:4]=3[CH:3]=2)=[C:25]([CH3:40])[N:24]=[N:23]1.